This data is from Reaction yield outcomes from USPTO patents with 853,638 reactions. The task is: Predict the reaction yield, written as a fraction of the theoretical maximum amount of product (1.0 means a 100% yield; for example, 0.34 means a 34% yield). (1) The yield is 0.580. The product is [CH:2]1[C:14]2[C:13](=[NH:16])[C:12]3[C:7](=[CH:8][CH:9]=[CH:10][CH:11]=3)[C:6]=2[CH:5]=[CH:4][CH:3]=1. No catalyst specified. The reactants are Cl.[C:2]1(=N)[C:14]2[C:6]([C:7]3[C:12]([CH:13]=2)=[CH:11][CH:10]=[CH:9][CH:8]=3)=[CH:5][CH:4]=[CH:3]1.[NH4+:16].[OH-]. (2) The reactants are Cl[C:2]1[N:3]=[CH:4][C:5]2[C:10]([C:11]=1[CH2:12][O:13][C:14]1[C:19]([CH:20]=[O:21])=[CH:18][C:17]([O:22][CH3:23])=[N:16][CH:15]=1)=[CH:9][CH:8]=[CH:7][CH:6]=2.[CH3:24][Si:25]([CH3:39])([CH3:38])[CH2:26][CH2:27][O:28][CH2:29][N:30]1[C:34](B(O)O)=[CH:33][CH:32]=[N:31]1.C([O-])([O-])=O.[K+].[K+]. The catalyst is C1C=CC([P]([Pd]([P](C2C=CC=CC=2)(C2C=CC=CC=2)C2C=CC=CC=2)([P](C2C=CC=CC=2)(C2C=CC=CC=2)C2C=CC=CC=2)[P](C2C=CC=CC=2)(C2C=CC=CC=2)C2C=CC=CC=2)(C2C=CC=CC=2)C2C=CC=CC=2)=CC=1.CN(C=O)C. The product is [CH3:23][O:22][C:17]1[CH:18]=[C:19]([C:14]([O:13][CH2:12][C:11]2[C:10]3[C:5](=[CH:6][CH:7]=[CH:8][CH:9]=3)[CH:4]=[N:3][C:2]=2[C:34]2[N:30]([CH2:29][O:28][CH2:27][CH2:26][Si:25]([CH3:39])([CH3:38])[CH3:24])[N:31]=[CH:32][CH:33]=2)=[CH:15][N:16]=1)[CH:20]=[O:21]. The yield is 0.380. (3) The yield is 0.154. The product is [N+:3]([C:6]1[CH:11]=[CH:10][C:9]([N:12]([C:13]([C:15]23[O:21][CH:20]2[CH:19]2[CH2:18][CH2:17][CH:16]3[CH2:23][CH2:22]2)=[O:14])[NH2:42])=[CH:8][C:7]=1[C:24]([F:27])([F:25])[F:26])([O-:5])=[O:4]. The reactants are [H-].[Na+].[N+:3]([C:6]1[CH:11]=[CH:10][C:9]([NH:12][C:13]([C:15]23[O:21][CH:20]2[CH:19]2[CH2:22][CH2:23][CH:16]3[CH2:17][CH2:18]2)=[O:14])=[CH:8][C:7]=1[C:24]([F:27])([F:26])[F:25])([O-:5])=[O:4].C1(P([NH:42]O)(C2C=CC=CC=2)=O)C=CC=CC=1. The catalyst is CN(C=O)C. (4) The product is [CH3:1][O:2][C:3]1[CH:4]=[C:5]2[C:10](=[CH:11][C:12]=1[O:13][CH3:14])[N:9]=[CH:8][CH:7]=[C:6]2[O:15][C:16]1[N:17]=[CH:18][C:19]([NH2:22])=[CH:20][CH:21]=1. The reactants are [CH3:1][O:2][C:3]1[CH:4]=[C:5]2[C:10](=[CH:11][C:12]=1[O:13][CH3:14])[N:9]=[CH:8][CH:7]=[C:6]2[O:15][C:16]1[CH:21]=[CH:20][C:19]([N+:22]([O-])=O)=[CH:18][N:17]=1.C1COCC1.CO. The yield is 0.981. The catalyst is CN(C=O)C.